This data is from NCI-60 drug combinations with 297,098 pairs across 59 cell lines. The task is: Regression. Given two drug SMILES strings and cell line genomic features, predict the synergy score measuring deviation from expected non-interaction effect. (1) Drug 1: CN1CCC(CC1)COC2=C(C=C3C(=C2)N=CN=C3NC4=C(C=C(C=C4)Br)F)OC. Drug 2: C1CCC(CC1)NC(=O)N(CCCl)N=O. Cell line: LOX IMVI. Synergy scores: CSS=46.4, Synergy_ZIP=-0.305, Synergy_Bliss=2.80, Synergy_Loewe=5.00, Synergy_HSA=5.92. (2) Drug 1: C1CC(C1)(C(=O)O)C(=O)O.[NH2-].[NH2-].[Pt+2]. Drug 2: CS(=O)(=O)OCCCCOS(=O)(=O)C. Cell line: SF-268. Synergy scores: CSS=0.956, Synergy_ZIP=-1.57, Synergy_Bliss=1.24, Synergy_Loewe=-4.13, Synergy_HSA=-1.12.